From a dataset of Catalyst prediction with 721,799 reactions and 888 catalyst types from USPTO. Predict which catalyst facilitates the given reaction. (1) Reactant: [NH2:1][CH2:2][C:3]1[CH:4]=[C:5]2[C:10](=[CH:11][CH:12]=1)[N:9]=[C:8]([NH:13][CH2:14][C:15]1[CH:20]=[CH:19][CH:18]=[CH:17][C:16]=1[O:21][CH3:22])[CH:7]=[CH:6]2.[F:23][C:24]1[CH:31]=[CH:30][C:27]([CH:28]=O)=[CH:26][CH:25]=1.C(O)(=O)C. Product: [F:23][C:24]1[CH:31]=[CH:30][C:27]([CH2:28][NH:1][CH2:2][C:3]2[CH:4]=[C:5]3[C:10](=[CH:11][CH:12]=2)[N:9]=[C:8]([NH:13][CH2:14][C:15]2[CH:20]=[CH:19][CH:18]=[CH:17][C:16]=2[O:21][CH3:22])[CH:7]=[CH:6]3)=[CH:26][CH:25]=1. The catalyst class is: 26. (2) Reactant: [C:1]([O:5][C:6](=[O:20])[NH:7][CH2:8][CH2:9][C:10]1[CH:19]=[CH:18][C:17]2[C:12](=[N:13][CH:14]=[CH:15][CH:16]=2)[N:11]=1)([CH3:4])([CH3:3])[CH3:2].[H][H]. Product: [C:1]([O:5][C:6](=[O:20])[NH:7][CH2:8][CH2:9][C:10]1[CH:19]=[CH:18][C:17]2[CH2:16][CH2:15][CH2:14][NH:13][C:12]=2[N:11]=1)([CH3:4])([CH3:2])[CH3:3]. The catalyst class is: 256. (3) Reactant: [C:1]([N:4]1[CH2:9][CH2:8][NH:7][CH2:6][CH2:5]1)(=[O:3])[CH3:2].CCN(CC)CC.Cl[C:18]([O:20][C:21]1[CH:26]=[CH:25][C:24]([N+:27]([O-:29])=[O:28])=[CH:23][CH:22]=1)=[O:19].O. Product: [C:1]([N:4]1[CH2:9][CH2:8][N:7]([C:18]([O:20][C:21]2[CH:22]=[CH:23][C:24]([N+:27]([O-:29])=[O:28])=[CH:25][CH:26]=2)=[O:19])[CH2:6][CH2:5]1)(=[O:3])[CH3:2]. The catalyst class is: 4.